Dataset: Reaction yield outcomes from USPTO patents with 853,638 reactions. Task: Predict the reaction yield, written as a fraction of the theoretical maximum amount of product (1.0 means a 100% yield; for example, 0.34 means a 34% yield). (1) The reactants are Cl.[CH3:2][O:3][C:4](=[O:11])[C@@H:5]1[CH2:9][C@@H:8]([OH:10])[CH2:7][NH:6]1.[CH:12]1[C:21]2[C:16](=[CH:17][CH:18]=[CH:19][CH:20]=2)[CH:15]=[CH:14][C:13]=1[S:22](Cl)(=[O:24])=[O:23].O. The catalyst is C1(C)C=CC=CC=1.C1COCC1. The product is [CH3:2][O:3][C:4]([C@@H:5]1[CH2:9][C@@H:8]([OH:10])[CH2:7][N:6]1[S:22]([C:13]1[CH:14]=[CH:15][C:16]2[C:21](=[CH:20][CH:19]=[CH:18][CH:17]=2)[CH:12]=1)(=[O:24])=[O:23])=[O:11]. The yield is 0.820. (2) The reactants are COC1C=CC(C[N:10]2[CH2:14][C:13]3([CH2:19][CH2:18][CH2:17][C:16]([CH2:29][N:30]4[C:34]5[CH:35]=[C:36]([C:39]#[N:40])[CH:37]=[CH:38][C:33]=5[N:32]=[CH:31]4)([CH2:20][O:21][CH2:22][C:23]4[CH:28]=[CH:27][CH:26]=[CH:25][CH:24]=4)[CH2:15]3)[O:12][C:11]2=[O:41])=CC=1.C(OCC)(=O)C.[OH-].[Na+]. The catalyst is C(#N)C. The product is [O:41]=[C:11]1[NH:10][CH2:14][C:13]2([CH2:19][CH2:18][CH2:17][C:16]([CH2:29][N:30]3[C:34]4[CH:35]=[C:36]([C:39]#[N:40])[CH:37]=[CH:38][C:33]=4[N:32]=[CH:31]3)([CH2:20][O:21][CH2:22][C:23]3[CH:28]=[CH:27][CH:26]=[CH:25][CH:24]=3)[CH2:15]2)[O:12]1. The yield is 0.510. (3) The reactants are Cl[C:2]1[N:6]([CH3:7])[N:5]=[CH:4][C:3]=1[N+:8]([O-:10])=[O:9].O.O.[F-].[K+].[O:15]1[C:20](B2OC(C)(C)C(C)(C)O2)=[CH:19][CH2:18][CH2:17][CH2:16]1. The catalyst is C1COCC1.C1C=CC(/C=C/C(/C=C/C2C=CC=CC=2)=O)=CC=1.C1C=CC(/C=C/C(/C=C/C2C=CC=CC=2)=O)=CC=1.C1C=CC(/C=C/C(/C=C/C2C=CC=CC=2)=O)=CC=1.[Pd].[Pd].F[B-](F)(F)F.C([PH+](C(C)(C)C)C(C)(C)C)(C)(C)C. The product is [O:15]1[C:16]([C:2]2[N:6]([CH3:7])[N:5]=[CH:4][C:3]=2[N+:8]([O-:10])=[O:9])=[CH:17][CH2:18][CH2:19][CH2:20]1. The yield is 0.820.